Dataset: Reaction yield outcomes from USPTO patents with 853,638 reactions. Task: Predict the reaction yield, written as a fraction of the theoretical maximum amount of product (1.0 means a 100% yield; for example, 0.34 means a 34% yield). (1) The reactants are C(O[C:4]([C:6]1[C:7](=[O:22])[S:8][C:9]2[C:14]([C:15]=1[OH:16])=[CH:13][CH:12]=[C:11]([O:17][CH2:18][CH2:19][CH2:20][CH3:21])[CH:10]=2)=[O:5])C.[NH2:23][CH2:24][C:25]([O-:27])=[O:26].[Na+]. The catalyst is COCCO. The product is [CH2:18]([O:17][C:11]1[CH:10]=[C:9]2[C:14]([C:15]([OH:16])=[C:6]([C:4]([NH:23][CH2:24][C:25]([OH:27])=[O:26])=[O:5])[C:7](=[O:22])[S:8]2)=[CH:13][CH:12]=1)[CH2:19][CH2:20][CH3:21]. The yield is 0.800. (2) The reactants are [Br:1][C:2]1[C:3]([O:17][CH3:18])=[C:4]([C:13]([O:15][CH3:16])=[O:14])[C:5]2[N:6]=[CH:7][C:8](Cl)=[N:9][C:10]=2[CH:11]=1.[F:19][C:20]1[CH:21]=[C:22](B(O)O)[CH:23]=[CH:24][C:25]=1[F:26].C(=O)([O-])[O-].[K+].[K+]. The catalyst is O1CCOCC1.O.C1C=CC([P]([Pd]([P](C2C=CC=CC=2)(C2C=CC=CC=2)C2C=CC=CC=2)([P](C2C=CC=CC=2)(C2C=CC=CC=2)C2C=CC=CC=2)[P](C2C=CC=CC=2)(C2C=CC=CC=2)C2C=CC=CC=2)(C2C=CC=CC=2)C2C=CC=CC=2)=CC=1. The product is [Br:1][C:2]1[C:3]([O:17][CH3:18])=[C:4]([C:13]([O:15][CH3:16])=[O:14])[C:5]2[N:6]=[CH:7][C:8]([C:23]3[CH:22]=[CH:21][C:20]([F:19])=[C:25]([F:26])[CH:24]=3)=[N:9][C:10]=2[CH:11]=1.[F:19][C:20]1[CH:21]=[C:22]([C:8]2[CH:7]=[N:6][C:5]3[C:4]([C:13]([O:15][CH3:16])=[O:14])=[C:3]([O:17][CH3:18])[C:2]([C:23]4[CH:22]=[CH:21][C:20]([F:19])=[C:25]([F:26])[CH:24]=4)=[CH:11][C:10]=3[N:9]=2)[CH:23]=[CH:24][C:25]=1[F:26]. The yield is 0.348. (3) The reactants are [Cl:1][C:2]1[CH:7]=[CH:6][C:5]([C:8]2[CH:9]=[N:10][CH:11]=[C:12]3[C:17]=2[N:16]=[C:15]([C:18]([OH:20])=O)[CH:14]=[CH:13]3)=[CH:4][CH:3]=1.C(N(CC)C(C)C)(C)C.F[P-](F)(F)(F)(F)F.N1(OC(N(C)C)=[N+](C)C)C2N=CC=CC=2N=N1.[NH:54]1[CH2:59][CH2:58][S:57](=[O:61])(=[O:60])[CH2:56][CH2:55]1. The catalyst is CN(C)C=O. The product is [Cl:1][C:2]1[CH:3]=[CH:4][C:5]([C:8]2[CH:9]=[N:10][CH:11]=[C:12]3[C:17]=2[N:16]=[C:15]([C:18]([N:54]2[CH2:59][CH2:58][S:57](=[O:61])(=[O:60])[CH2:56][CH2:55]2)=[O:20])[CH:14]=[CH:13]3)=[CH:6][CH:7]=1. The yield is 0.410. (4) The reactants are [F:1][C:2]1[C:28]([F:29])=[CH:27][CH:26]=[CH:25][C:3]=1[CH2:4][S:5][C:6]1[N:15]=[C:14]([NH:16][C@@H:17]([CH2:22][OH:23])[CH2:18][CH:19]([CH3:21])[CH3:20])[C:13]2[N:12]=[CH:11][C:10](=[O:24])[NH:9][C:8]=2[N:7]=1.S([O-])(O[O-])(=O)=[O:31].[K+].[K+].[O-]S([O-])(=S)=O.[Na+].[Na+].[OH2:45]. The catalyst is CC#N. The product is [F:1][C:2]1[C:28]([F:29])=[CH:27][CH:26]=[CH:25][C:3]=1[CH2:4][S:5]([C:6]1[N:15]=[C:14]([NH:16][C@@H:17]([CH2:22][OH:23])[CH2:18][CH:19]([CH3:21])[CH3:20])[C:13]2[N:12]=[CH:11][C:10](=[O:24])[NH:9][C:8]=2[N:7]=1)(=[O:31])=[O:45]. The yield is 0.830. (5) The reactants are C(Cl)CCl.[NH:5]([C:7]1[C:8]2[N:9]([CH:17]=[CH:18][CH:19]=2)[C:10]2[C:15]([N:16]=1)=[CH:14][CH:13]=[CH:12][CH:11]=2)[NH2:6].[NH:20]1[C:28]2[C:23](=[CH:24][CH:25]=[CH:26][CH:27]=2)[CH:22]=[C:21]1[C:29](O)=[O:30].C(=O)(O)[O-].[Na+]. The catalyst is CN(C1C=CN=CC=1)C.C(OCC)(=O)C.O. The product is [CH:17]1[N:9]2[C:10]3[C:15]([N:16]=[C:7]([NH:5][NH:6][C:29]([C:21]4[NH:20][C:28]5[C:23]([CH:22]=4)=[CH:24][CH:25]=[CH:26][CH:27]=5)=[O:30])[C:8]2=[CH:19][CH:18]=1)=[CH:14][CH:13]=[CH:12][CH:11]=3. The yield is 0.620. (6) The reactants are Cl.[CH:2]1([CH2:5][C:6]([F:15])([F:14])[CH2:7][C@H:8]([NH2:13])[C:9]([O:11]C)=[O:10])[CH2:4][CH2:3]1.[F:16][C:17]([F:27])([F:26])[C:18]([C:20]1[CH:25]=[CH:24][CH:23]=[CH:22][CH:21]=1)=O.C(=O)([O-])[O-].[K+].[K+].CO. The catalyst is C(O)(C)C.C(#N)C.[BH4-].[Zn+2].[BH4-]. The product is [CH:2]1([CH2:5][C:6]([F:15])([F:14])[CH2:7][C@H:8]([NH:13][C@@H:18]([C:20]2[CH:25]=[CH:24][CH:23]=[CH:22][CH:21]=2)[C:17]([F:26])([F:16])[F:27])[C:9]([OH:11])=[O:10])[CH2:4][CH2:3]1. The yield is 0.713. (7) The reactants are [NH2:1][C:2]1[CH:3]=[CH:4][C:5]([S:12][C:13]2[CH:18]=[CH:17][CH:16]=[CH:15][C:14]=2[C:19](OC)=[O:20])=[C:6]([CH:11]=1)[C:7](OC)=[O:8].S(C1C=CC=CC=1C(OC)=O)C1C=CC=CC=1C(OC)=O. No catalyst specified. The product is [NH2:1][C:2]1[CH:3]=[CH:4][C:5]([S:12][C:13]2[CH:18]=[CH:17][CH:16]=[CH:15][C:14]=2[CH2:19][OH:20])=[C:6]([CH2:7][OH:8])[CH:11]=1. The yield is 0.910.